Dataset: Full USPTO retrosynthesis dataset with 1.9M reactions from patents (1976-2016). Task: Predict the reactants needed to synthesize the given product. (1) Given the product [Cl:1][C:2]1[C:11]2[N:10]([CH2:12][C:13]3[CH:14]=[CH:15][C:16]([C:19]4[CH:20]=[N:21][C:22]([CH3:25])=[CH:23][CH:24]=4)=[N:17][CH:18]=3)[N:9]=[C:8]3[C:26](=[O:27])[N:32]([C@@H:34]4[CH2:39][CH2:38][CH2:37][CH2:36][C@H:35]4[OH:40])[N:33]=[C:7]3[C:6]=2[CH:5]=[CH:4][CH:3]=1, predict the reactants needed to synthesize it. The reactants are: [Cl:1][C:2]1[CH:3]=[CH:4][CH:5]=[C:6]2[C:11]=1[N:10]([CH2:12][C:13]1[CH:14]=[CH:15][C:16]([C:19]3[CH:20]=[N:21][C:22]([CH3:25])=[CH:23][CH:24]=3)=[N:17][CH:18]=1)[N:9]=[C:8]([C:26](OCC)=[O:27])[C:7]2=S.[NH:32]([CH:34]1[CH2:39][CH2:38][CH2:37][CH2:36][CH:35]1[OH:40])[NH2:33].C(=O)([O-])[O-].[K+].[K+]. (2) Given the product [F:33][CH:2]([F:1])[C:3]1[CH:7]=[C:6]([CH:8]([F:10])[F:9])[N:5]([CH:11]([C:22]([N:24]2[CH2:25][CH2:26][CH:27]([C:30]3[S:32][CH:51]=[C:50]([C:47]4[CH2:46][CH:45]([C:40]5[CH:41]=[CH:42][CH:43]=[CH:44][C:39]=5[O:38][S:35]([CH3:34])(=[O:36])=[O:37])[O:49][N:48]=4)[N:31]=3)[CH2:28][CH2:29]2)=[O:23])[C:12]([O:14][CH2:15][C:16]2[CH:21]=[CH:20][CH:19]=[CH:18][CH:17]=2)=[O:13])[N:4]=1, predict the reactants needed to synthesize it. The reactants are: [F:1][CH:2]([F:33])[C:3]1[CH:7]=[C:6]([CH:8]([F:10])[F:9])[N:5]([CH:11]([C:22]([N:24]2[CH2:29][CH2:28][CH:27]([C:30](=[S:32])[NH2:31])[CH2:26][CH2:25]2)=[O:23])[C:12]([O:14][CH2:15][C:16]2[CH:21]=[CH:20][CH:19]=[CH:18][CH:17]=2)=[O:13])[N:4]=1.[CH3:34][S:35]([O:38][C:39]1[CH:44]=[CH:43][CH:42]=[CH:41][C:40]=1[CH:45]1[O:49][N:48]=[C:47]([C:50](=O)[CH2:51]Cl)[CH2:46]1)(=[O:37])=[O:36].